This data is from Full USPTO retrosynthesis dataset with 1.9M reactions from patents (1976-2016). The task is: Predict the reactants needed to synthesize the given product. (1) Given the product [NH2:1][C:2]1[C:6]2[CH:7]=[N:8][C:9]3[CH:10]=[C:11]([O:16][CH3:17])[C:12]([O:15][CH2:22][CH2:23][CH2:24][N:25]4[CH2:30][CH2:29][O:28][CH2:27][CH2:26]4)=[CH:13][C:14]=3[C:5]=2[S:4][C:3]=1[C:18]([O:20][CH3:31])=[O:19], predict the reactants needed to synthesize it. The reactants are: [NH2:1][C:2]1[C:6]2[CH:7]=[N:8][C:9]3[CH:10]=[C:11]([O:16][CH3:17])[C:12]([OH:15])=[CH:13][C:14]=3[C:5]=2[S:4][C:3]=1[C:18]([O-:20])=[O:19].Cl[CH2:22][CH2:23][CH2:24][N:25]1[CH2:30][CH2:29][O:28][CH2:27][CH2:26]1.[C:31]([O-])([O-])=O.[K+].[K+]. (2) The reactants are: [F:1][C:2]1[CH:10]=[C:9]2[C:5]([CH:6]=[N:7][N:8]2[C:11]([C:17]2[CH:22]=[CH:21][C:20]([C:23]([F:26])([F:25])[F:24])=[CH:19][CH:18]=2)([CH2:15][CH3:16])[CH:12]([OH:14])[CH3:13])=[C:4]([NH:27]C(C2C=CC=CC=2)(C2C=CC=CC=2)C2C=CC=CC=2)[CH:3]=1.C([O-])(O)=O.[Na+]. Given the product [NH2:27][C:4]1[CH:3]=[C:2]([F:1])[CH:10]=[C:9]2[C:5]=1[CH:6]=[N:7][N:8]2[C:11]([C:17]1[CH:22]=[CH:21][C:20]([C:23]([F:26])([F:25])[F:24])=[CH:19][CH:18]=1)([CH2:15][CH3:16])[CH:12]([OH:14])[CH3:13], predict the reactants needed to synthesize it. (3) Given the product [CH2:1]([O:3][C:4](=[O:24])[CH:5]([C:10]1[CH:15]=[C:14]([C:16]([F:18])([F:19])[F:17])[C:13]([O:20][CH2:28][CH:25]2[CH2:27][CH2:26]2)=[C:12]([N+:21]([O-:23])=[O:22])[CH:11]=1)[CH2:6][CH:7]([CH3:9])[CH3:8])[CH3:2], predict the reactants needed to synthesize it. The reactants are: [CH2:1]([O:3][C:4](=[O:24])[CH:5]([C:10]1[CH:15]=[C:14]([C:16]([F:19])([F:18])[F:17])[C:13]([OH:20])=[C:12]([N+:21]([O-:23])=[O:22])[CH:11]=1)[CH2:6][CH:7]([CH3:9])[CH3:8])[CH3:2].[CH:25]1([CH2:28]O)[CH2:27][CH2:26]1.C1(P(C2C=CC=CC=2)C2C=CC=CC=2)C=CC=CC=1.N(C(OCC)=O)=NC(OCC)=O. (4) Given the product [CH3:1][CH:2]1[CH2:7][CH2:6][C:5]2[N:18]([C:19]3[CH:27]=[CH:26][C:22]([C:23]([OH:25])=[O:24])=[CH:21][CH:20]=3)[C:10]([C:11]3[CH:16]=[CH:15][CH:14]=[CH:13][N:12]=3)=[CH:9][C:4]=2[CH2:3]1, predict the reactants needed to synthesize it. The reactants are: [CH3:1][CH:2]1[CH2:7][CH2:6][C:5](=O)[CH:4]([CH2:9][C:10](=O)[C:11]2[CH:16]=[CH:15][CH:14]=[CH:13][N:12]=2)[CH2:3]1.[NH2:18][C:19]1[CH:27]=[CH:26][C:22]([C:23]([OH:25])=[O:24])=[CH:21][CH:20]=1.